This data is from Forward reaction prediction with 1.9M reactions from USPTO patents (1976-2016). The task is: Predict the product of the given reaction. (1) Given the reactants [CH2:1]([C:3]1([CH2:28][CH3:29])[C:11]2[C:6](=[CH:7][C:8]([N+:23]([O-])=O)=[C:9]([NH:12][C:13](=O)[C:14]3[CH:19]=[CH:18][C:17]([O:20][CH3:21])=[CH:16][CH:15]=3)[CH:10]=2)[N:5]([CH3:26])[C:4]1=[O:27])[CH3:2], predict the reaction product. The product is: [CH2:1]([C:3]1([CH2:28][CH3:29])[C:11]2[CH:10]=[C:9]3[NH:12][C:13]([C:14]4[CH:19]=[CH:18][C:17]([O:20][CH3:21])=[CH:16][CH:15]=4)=[N:23][C:8]3=[CH:7][C:6]=2[N:5]([CH3:26])[C:4]1=[O:27])[CH3:2]. (2) Given the reactants C([Li])CCC.Br[C:7]1[CH:16]=[CH:15][C:14]2[C:9](=[CH:10][CH:11]=[C:12]([O:17][CH3:18])[CH:13]=2)[CH:8]=1.[I:19]I.O, predict the reaction product. The product is: [I:19][C:7]1[CH:16]=[CH:15][C:14]2[C:9](=[CH:10][CH:11]=[C:12]([O:17][CH3:18])[CH:13]=2)[CH:8]=1. (3) Given the reactants Br[C:2]1[N:7]=[C:6]([NH:8][CH2:9][C:10]2([C:16]#[N:17])[CH2:15][CH2:14][O:13][CH2:12][CH2:11]2)[CH:5]=[CH:4][CH:3]=1.[F:18][C:19]1[CH:24]=[C:23](B(O)O)[C:22]([F:28])=[CH:21][N:20]=1.C(=O)([O-])[O-].[Na+].[Na+], predict the reaction product. The product is: [F:18][C:19]1[CH:24]=[C:23]([C:2]2[CH:3]=[CH:4][CH:5]=[C:6]([NH:8][CH2:9][C:10]3([C:16]#[N:17])[CH2:15][CH2:14][O:13][CH2:12][CH2:11]3)[N:7]=2)[C:22]([F:28])=[CH:21][N:20]=1. (4) Given the reactants [F:1][C:2]1[CH:7]=[CH:6][CH:5]=[C:4]([F:8])[C:3]=1[CH:9]1[NH:14][C:13]2[CH:15]=[CH:16][C:17](B3OC(C)(C)C(C)(C)O3)=[CH:18][C:12]=2[O:11][CH2:10]1.Br[C:29]1[CH:30]=[C:31]([C:36]2[O:37][CH:38]=[CH:39][N:40]=2)[CH:32]=[CH:33][C:34]=1[CH3:35], predict the reaction product. The product is: [F:8][C:4]1[CH:5]=[CH:6][CH:7]=[C:2]([F:1])[C:3]=1[CH:9]1[NH:14][C:13]2[CH:15]=[CH:16][C:17]([C:29]3[CH:30]=[C:31]([C:36]4[O:37][CH:38]=[CH:39][N:40]=4)[CH:32]=[CH:33][C:34]=3[CH3:35])=[CH:18][C:12]=2[O:11][CH2:10]1. (5) The product is: [N+:8]([C:5]1[CH:6]=[CH:7][C:2]([C:13]2[CH:12]=[N:11][CH:16]=[CH:15][CH:14]=2)=[CH:3][CH:4]=1)([O-:10])=[O:9]. Given the reactants I[C:2]1[CH:7]=[CH:6][C:5]([N+:8]([O-:10])=[O:9])=[CH:4][CH:3]=1.[N:11]1[CH:16]=[CH:15][CH:14]=[C:13](B(O)O)[CH:12]=1.C([O-])([O-])=O.[Cs+].[Cs+].C1(P(C2C=CC=CC=2)C2C=CC=CC=2)C=CC=CC=1, predict the reaction product. (6) Given the reactants [C:1]1([C:7]2[N:12]=[N:11][C:10]([N:13]3[CH2:18][CH2:17][N:16]([C:19]4[N:24]=[CH:23][CH:22]=[CH:21][N:20]=4)[CH2:15][CH2:14]3)=[C:9](O)[CH:8]=2)[CH:6]=[CH:5][CH:4]=[CH:3][CH:2]=1.[OH-].[Na+].P(Cl)(Cl)([Cl:30])=O, predict the reaction product. The product is: [Cl:30][C:9]1[CH:8]=[C:7]([C:1]2[CH:6]=[CH:5][CH:4]=[CH:3][CH:2]=2)[N:12]=[N:11][C:10]=1[N:13]1[CH2:18][CH2:17][N:16]([C:19]2[N:24]=[CH:23][CH:22]=[CH:21][N:20]=2)[CH2:15][CH2:14]1. (7) Given the reactants [C:1]([C:4]1[CH:5]=[C:6]([CH:17]=[CH:18][CH:19]=1)[O:7][C:8]1[CH:13]=[CH:12][C:11]([N+:14]([O-:16])=[O:15])=[CH:10][CH:9]=1)([OH:3])=[O:2].[NH2:20][CH2:21][CH2:22][N:23]1[CH2:28][CH2:27][O:26][CH2:25][CH2:24]1, predict the reaction product. The product is: [C:1]([C:4]1[CH:5]=[C:6]([CH:17]=[CH:18][CH:19]=1)[O:7][C:8]1[CH:9]=[CH:10][C:11]([N+:14]([O-:16])=[O:15])=[CH:12][CH:13]=1)([OH:3])=[O:2].[N:23]1([CH2:22][CH2:21][NH:20][C:1]([C:4]2[CH:5]=[C:6]([CH:17]=[CH:18][CH:19]=2)[O:7][C:8]2[CH:13]=[CH:12][C:11]([N+:14]([O-:16])=[O:15])=[CH:10][CH:9]=2)=[O:3])[CH2:28][CH2:27][O:26][CH2:25][CH2:24]1. (8) The product is: [F:1][C:2]1[CH:3]=[CH:4][C:5]([C@@H:8]2[O:15][C:11](=[O:13])[CH2:10][CH2:9]2)=[CH:6][CH:7]=1. Given the reactants [F:1][C:2]1[CH:7]=[CH:6][C:5]([C@H:8]([OH:15])[CH2:9][CH2:10][C:11]([O:13]C)=O)=[CH:4][CH:3]=1, predict the reaction product. (9) Given the reactants [Br:1][C:2]1[CH:7]=[C:6]([NH2:8])[C:5]([NH2:9])=[C:4]([CH3:10])[CH:3]=1.[C:11](OCC)(OCC)(OCC)[O:12][CH2:13][CH3:14], predict the reaction product. The product is: [Br:1][C:2]1[CH:3]=[C:4]([CH3:10])[C:5]2[N:9]=[C:11]([O:12][CH2:13][CH3:14])[NH:8][C:6]=2[CH:7]=1.